Dataset: Reaction yield outcomes from USPTO patents with 853,638 reactions. Task: Predict the reaction yield, written as a fraction of the theoretical maximum amount of product (1.0 means a 100% yield; for example, 0.34 means a 34% yield). (1) The reactants are Cl.[N:2]1([NH2:8])[CH2:7][CH2:6][CH2:5][CH2:4][CH2:3]1.C[Al](C)C.[Cl:13][C:14]1[CH:19]=[CH:18][C:17]([C:20]2[N:21]=[C:22]([CH2:38][N:39]3[N:43]=[N:42][C:41]([CH:44]4[CH2:46][CH2:45]4)=[N:40]3)[C:23]([C:33](OCC)=[O:34])=[N:24][C:25]=2[C:26]2[CH:31]=[CH:30][C:29]([Cl:32])=[CH:28][CH:27]=2)=[CH:16][CH:15]=1. The catalyst is ClCCl. The product is [Cl:13][C:14]1[CH:15]=[CH:16][C:17]([C:20]2[N:21]=[C:22]([CH2:38][N:39]3[N:43]=[N:42][C:41]([CH:44]4[CH2:46][CH2:45]4)=[N:40]3)[C:23]([C:33]([NH:8][N:2]3[CH2:7][CH2:6][CH2:5][CH2:4][CH2:3]3)=[O:34])=[N:24][C:25]=2[C:26]2[CH:27]=[CH:28][C:29]([Cl:32])=[CH:30][CH:31]=2)=[CH:18][CH:19]=1. The yield is 0.890. (2) The product is [CH2:17]([CH:5]([CH2:4][CH2:3][CH2:2][CH3:1])[CH2:6][N:8]1[C:7]2[C:15](=[CH:16][C:17]([C:25](=[O:26])[C:24]3[C:23]([CH3:22])=[CH:31][C:30]([CH3:32])=[CH:29][C:28]=3[CH3:33])=[C:5]3[CH:4]=[CH:3][CH:2]=[CH:1][C:6]3=2)[C:14]2[C:9]1=[CH:10][CH:11]=[C:12]([C:41](=[O:42])[CH2:40][C:34]1[CH:39]=[CH:38][CH:37]=[CH:36][CH:35]=1)[CH:13]=2)[CH3:16]. The yield is 0.810. The catalyst is C(Cl)Cl. The reactants are [CH:1]1[C:6]2=[C:7]3[C:15](=[CH:16][CH:17]=[C:5]2[CH:4]=[CH:3][CH:2]=1)[C:14]1[C:9](=[CH:10][CH:11]=[CH:12][CH:13]=1)[NH:8]3.[Al+3].[Cl-].[Cl-].[Cl-].[CH3:22][C:23]1[CH:31]=[C:30]([CH3:32])[CH:29]=[C:28]([CH3:33])[C:24]=1[C:25](Cl)=[O:26].[C:34]1([CH2:40][C:41](Cl)=[O:42])[CH:39]=[CH:38][CH:37]=[CH:36][CH:35]=1. (3) The reactants are [H-].[Al+3].[Li+].[H-].[H-].[H-].[C:7]([O:11][C:12]([N:14]1[CH2:19][CH2:18][CH:17]([C:20](=[O:25])N(OC)C)[CH2:16][CH2:15]1)=[O:13])([CH3:10])([CH3:9])[CH3:8]. The catalyst is CCOCC. The product is [C:7]([O:11][C:12]([N:14]1[CH2:19][CH2:18][CH:17]([CH:20]=[O:25])[CH2:16][CH2:15]1)=[O:13])([CH3:10])([CH3:9])[CH3:8]. The yield is 0.840. (4) The reactants are [ClH:1].NC(=O)[C@@H:4]([NH:11][C:12](=[O:32])[CH2:13][C:14]([NH:16][C:17]1[CH:22]=[CH:21][C:20]([O:23][C:24]2[CH:29]=[CH:28][N:27]=[C:26]([NH2:30])[CH:25]=2)=[C:19]([F:31])[CH:18]=1)=[O:15])[C:5]1C=C[CH:8]=[CH:7][CH:6]=1.C1(N)CCCC1. No catalyst specified. The product is [ClH:1].[NH2:30][C:26]1[CH:25]=[C:24]([O:23][C:20]2[CH:21]=[CH:22][C:17]([NH:16][C:14](=[O:15])[CH2:13][C:12]([NH:11][CH:4]3[CH2:5][CH2:6][CH2:7][CH2:8]3)=[O:32])=[CH:18][C:19]=2[F:31])[CH:29]=[CH:28][N:27]=1. The yield is 0.440. (5) The reactants are C[O:2][C:3](=O)[CH2:4][CH2:5][C:6]1[S:10][C:9]2[CH:11]=[CH:12][CH:13]=[CH:14][C:8]=2[C:7]=1[Cl:15].[Li+].[BH4-].CO.[OH-].[Na+]. The catalyst is CCOCC. The product is [Cl:15][C:7]1[C:8]2[CH:14]=[CH:13][CH:12]=[CH:11][C:9]=2[S:10][C:6]=1[CH2:5][CH2:4][CH2:3][OH:2]. The yield is 0.790. (6) The reactants are [CH2:1]([O:8][C:9]1[CH:18]=[CH:17][C:12]([C:13]([O:15][CH3:16])=[O:14])=[CH:11][C:10]=1Br)[C:2]1[CH:7]=[CH:6][CH:5]=[CH:4][CH:3]=1.COC1C=CC=C(OC)[C:27]=1[C:28]1[CH:29]=[CH:30][CH:31]=[CH:32][C:33]=1P(C1CCCCC1)C1CCCCC1.P([O-])([O-])([O-])=O.[K+].[K+].[K+].CC1(C)C(B2OC(C)(C)C(C)(C)O2)=CCC1. The catalyst is CN(C=O)C.O.C([O-])(=O)C.[Pd+2].C([O-])(=O)C. The product is [CH2:1]([O:8][C:9]1[CH:18]=[CH:17][C:12]([C:13]([O:15][CH3:16])=[O:14])=[CH:11][C:10]=1[C:29]1[C:28]([CH3:27])([CH3:33])[CH2:32][CH2:31][CH:30]=1)[C:2]1[CH:7]=[CH:6][CH:5]=[CH:4][CH:3]=1. The yield is 0.770. (7) The reactants are Br[C:2]1[CH:8]=[C:7]([C:9]([F:12])([F:11])[F:10])[C:6]([Cl:13])=[CH:5][C:3]=1[NH2:4].[CH3:14][Si:15]([C:18]#[CH:19])([CH3:17])[CH3:16].C(N(CC)CC)C. The catalyst is C(OCC)C. The product is [Cl:13][C:6]1[C:7]([C:9]([F:12])([F:11])[F:10])=[CH:8][C:2]([C:19]#[C:18][Si:15]([CH3:17])([CH3:16])[CH3:14])=[C:3]([CH:5]=1)[NH2:4]. The yield is 0.920.